Dataset: Full USPTO retrosynthesis dataset with 1.9M reactions from patents (1976-2016). Task: Predict the reactants needed to synthesize the given product. (1) Given the product [NH2:1][C:2]1[NH:7][C:6](=[O:9])[N:5]([CH2:12][CH2:13][CH2:14][CH2:15][C@H:16]([O:18][CH3:19])[CH3:17])[C:4](=[O:10])[CH:3]=1, predict the reactants needed to synthesize it. The reactants are: [NH2:1][C:2]1[N:7](C)[C:6](=[O:9])[NH:5][C:4](=[O:10])[CH:3]=1.Cl[CH2:12][CH2:13][CH2:14][CH2:15][C@H:16]([O:18][CH3:19])[CH3:17].CS(C)=O.[H-].[Na+]. (2) The reactants are: [Cl:1][C:2]1[C:3]([F:33])=[C:4]([NH:8][C:9]2[C:18]3[C:13](=[CH:14][C:15]([O:31][CH3:32])=[C:16]([CH2:19][N:20]([C@@H:26]([CH3:30])[CH2:27][O:28][CH3:29])[C@@H](C(O)=O)C)[CH:17]=3)[N:12]=[CH:11][N:10]=2)[CH:5]=[CH:6][CH:7]=1.ClC1C(F)=C(C=CC=1)NC1C2C(=CC(OC)=C(C=O)C=2)N=CN=1. Given the product [Cl:1][C:2]1[C:3]([F:33])=[C:4]([NH:8][C:9]2[C:18]3[C:13](=[CH:14][C:15]([O:31][CH3:32])=[C:16]([CH2:19][NH:20][C@@H:26]([CH3:30])[CH2:27][O:28][CH3:29])[CH:17]=3)[N:12]=[CH:11][N:10]=2)[CH:5]=[CH:6][CH:7]=1, predict the reactants needed to synthesize it. (3) Given the product [CH:32]1([N:31]([CH3:30])[C:27]([CH:25]2[CH2:24][CH2:23][C:22]3[C:15]4[C:14]([NH:13][C:5]5[CH:6]=[C:7]6[C:11](=[CH:12][C:4]=5[O:3][CH2:1][CH3:2])[NH:10][N:9]=[CH:8]6)=[N:19][CH:18]=[N:17][C:16]=4[S:20][C:21]=3[CH2:26]2)=[O:29])[CH2:34][CH2:33]1, predict the reactants needed to synthesize it. The reactants are: [CH2:1]([O:3][C:4]1[CH:12]=[C:11]2[C:7]([CH:8]=[N:9][NH:10]2)=[CH:6][C:5]=1[NH:13][C:14]1[C:15]2[C:22]3[CH2:23][CH2:24][CH:25]([C:27]([OH:29])=O)[CH2:26][C:21]=3[S:20][C:16]=2[N:17]=[CH:18][N:19]=1)[CH3:2].[CH3:30][NH:31][CH:32]1[CH2:34][CH2:33]1. (4) Given the product [CH3:1][O:2][C:3]1[C:4](=[O:36])[C:5]([CH3:35])=[C:6]([CH2:12][C:13]2[CH:14]=[CH:15][C:16]([OH:31])=[C:17]([CH:30]=2)[C:18]([NH:20][C:21]2[CH:29]=[CH:28][C:24]([C:25]([OH:27])=[O:26])=[CH:23][CH:22]=2)=[O:19])[C:7](=[O:11])[C:8]=1[O:9][CH3:10], predict the reactants needed to synthesize it. The reactants are: [CH3:1][O:2][C:3]1[C:4](=[O:36])[C:5]([CH3:35])=[C:6]([CH2:12][C:13]2[CH:14]=[CH:15][C:16]([O:31]C(=O)C)=[C:17]([CH:30]=2)[C:18]([NH:20][C:21]2[CH:29]=[CH:28][C:24]([C:25]([OH:27])=[O:26])=[CH:23][CH:22]=2)=[O:19])[C:7](=[O:11])[C:8]=1[O:9][CH3:10].C(=O)([O-])O.[Na+]. (5) Given the product [ClH:1].[C:39]([S:19][C@@H:18]1[CH2:17][CH2:16][N:15]([CH:20]([C:26]2[CH:31]=[CH:30][CH:29]=[CH:28][C:27]=2[F:32])[C:21]([CH:23]2[CH2:25][CH2:24]2)=[O:22])[CH2:14]/[C:13]/1=[CH:12]\[C:9]1[CH:10]=[CH:11][N:7]([CH2:6][CH2:5][C:2]([OH:4])=[O:3])[N:8]=1)(=[O:41])[CH3:40], predict the reactants needed to synthesize it. The reactants are: [ClH:1].[C:2]([CH2:5][CH2:6][N:7]1[CH:11]=[CH:10][C:9](/[CH:12]=[C:13]2\[CH2:14][N:15]([CH:20]([C:26]3[CH:31]=[CH:30][CH:29]=[CH:28][C:27]=3[F:32])[C:21]([CH:23]3[CH2:25][CH2:24]3)=[O:22])[CH2:16][CH2:17][C@H:18]\2[SH:19])=[N:8]1)([OH:4])=[O:3].N1C=CC=CC=1.[C:39](OC(=O)C)(=[O:41])[CH3:40]. (6) The reactants are: [CH3:1][S:2](Cl)(=[O:4])=[O:3].[OH:6][CH2:7][CH2:8][CH:9]1[CH2:14][CH2:13][N:12]([C:15]([O:17][C:18]([CH3:21])([CH3:20])[CH3:19])=[O:16])[CH2:11][CH2:10]1.C(N(CC)CC)C. Given the product [CH3:1][S:2]([O:6][CH2:7][CH2:8][CH:9]1[CH2:10][CH2:11][N:12]([C:15]([O:17][C:18]([CH3:21])([CH3:20])[CH3:19])=[O:16])[CH2:13][CH2:14]1)(=[O:4])=[O:3], predict the reactants needed to synthesize it. (7) Given the product [CH2:12]([O:11][C:9](=[O:10])[C:7]1[CH:8]=[C:3]([C:1]#[N:2])[C:4]([N:17]2[CH2:20][CH:19]([C:21](=[O:22])[NH:36][S:33]([CH2:32][C:26]3[CH:27]=[CH:28][C:29]([F:31])=[CH:30][C:25]=3[F:24])(=[O:34])=[O:35])[CH2:18]2)=[N:5][C:6]=1[O:14][CH2:15][CH3:16])[CH3:13], predict the reactants needed to synthesize it. The reactants are: [C:1]([C:3]1[C:4]([N:17]2[CH2:20][CH:19]([C:21](O)=[O:22])[CH2:18]2)=[N:5][C:6]([O:14][CH2:15][CH3:16])=[C:7]([C:9]([O:11][CH2:12][CH3:13])=[O:10])[CH:8]=1)#[N:2].[F:24][C:25]1[CH:30]=[C:29]([F:31])[CH:28]=[CH:27][C:26]=1[CH2:32][S:33]([NH2:36])(=[O:35])=[O:34]. (8) The reactants are: [NH2:1][C:2]1[CH:7]=[CH:6][C:5]([C:8]2[CH:12]=[C:11]([C:13]([NH:15][CH:16]([CH:21]([CH3:23])[CH3:22])[C:17]([O:19][CH3:20])=[O:18])=[O:14])[O:10][N:9]=2)=[CH:4][CH:3]=1.[F:24][C:25]([F:34])([F:33])[C:26]1[CH:32]=[CH:31][C:29]([NH2:30])=[CH:28][CH:27]=1.[C:35](C1NC=CN=1)(C1NC=CN=1)=[O:36]. Given the product [CH3:22][CH:21]([CH3:23])[CH:16]([NH:15][C:13]([C:11]1[O:10][N:9]=[C:8]([C:5]2[CH:6]=[CH:7][C:2]([NH:1][C:35]([NH:30][C:29]3[CH:31]=[CH:32][C:26]([C:25]([F:33])([F:34])[F:24])=[CH:27][CH:28]=3)=[O:36])=[CH:3][CH:4]=2)[CH:12]=1)=[O:14])[C:17]([O:19][CH3:20])=[O:18], predict the reactants needed to synthesize it. (9) Given the product [N+:17]([C:10]1[C:11]([O:15][CH3:16])=[C:12]([O:13][CH3:14])[C:3]([O:2][CH3:1])=[CH:4][C:5]=1[C:6]([O:8][CH3:9])=[O:7])([O-:19])=[O:18], predict the reactants needed to synthesize it. The reactants are: [CH3:1][O:2][C:3]1[CH:4]=[C:5]([CH:10]=[C:11]([O:15][CH3:16])[C:12]=1[O:13][CH3:14])[C:6]([O:8][CH3:9])=[O:7].[N+:17]([O-])([OH:19])=[O:18]. (10) Given the product [C:14]([S:16][CH2:11][CH:10]([OH:13])[CH2:9][NH:8][C:6]([O:5][C:1]([CH3:4])([CH3:3])[CH3:2])=[O:7])(=[O:17])[CH3:15], predict the reactants needed to synthesize it. The reactants are: [C:1]([O:5][C:6]([NH:8][CH2:9][CH:10]([OH:13])[CH2:11]I)=[O:7])([CH3:4])([CH3:3])[CH3:2].[C:14]([O-:17])(=[S:16])[CH3:15].[K+].